Regression. Given two drug SMILES strings and cell line genomic features, predict the synergy score measuring deviation from expected non-interaction effect. From a dataset of NCI-60 drug combinations with 297,098 pairs across 59 cell lines. (1) Drug 2: CCC1(CC2CC(C3=C(CCN(C2)C1)C4=CC=CC=C4N3)(C5=C(C=C6C(=C5)C78CCN9C7C(C=CC9)(C(C(C8N6C)(C(=O)OC)O)OC(=O)C)CC)OC)C(=O)OC)O.OS(=O)(=O)O. Drug 1: C1CCC(CC1)NC(=O)N(CCCl)N=O. Cell line: BT-549. Synergy scores: CSS=25.9, Synergy_ZIP=-8.31, Synergy_Bliss=-3.35, Synergy_Loewe=-12.0, Synergy_HSA=-2.25. (2) Drug 1: CC1=C2C(C(=O)C3(C(CC4C(C3C(C(C2(C)C)(CC1OC(=O)C(C(C5=CC=CC=C5)NC(=O)C6=CC=CC=C6)O)O)OC(=O)C7=CC=CC=C7)(CO4)OC(=O)C)O)C)OC(=O)C. Drug 2: C1CN(CCN1C(=O)CCBr)C(=O)CCBr. Cell line: T-47D. Synergy scores: CSS=11.4, Synergy_ZIP=-3.54, Synergy_Bliss=-5.85, Synergy_Loewe=-14.2, Synergy_HSA=-3.82. (3) Drug 1: C1=NC2=C(N1)C(=S)N=C(N2)N. Drug 2: C1=CN(C(=O)N=C1N)C2C(C(C(O2)CO)O)O.Cl. Cell line: SNB-75. Synergy scores: CSS=8.70, Synergy_ZIP=-5.02, Synergy_Bliss=-2.03, Synergy_Loewe=-2.11, Synergy_HSA=-1.73. (4) Drug 1: C1CCC(C1)C(CC#N)N2C=C(C=N2)C3=C4C=CNC4=NC=N3. Drug 2: C1=CC(=CC=C1CC(C(=O)O)N)N(CCCl)CCCl.Cl. Cell line: SF-268. Synergy scores: CSS=17.6, Synergy_ZIP=-0.734, Synergy_Bliss=1.30, Synergy_Loewe=-16.4, Synergy_HSA=-4.34. (5) Drug 1: COC1=CC(=CC(=C1O)OC)C2C3C(COC3=O)C(C4=CC5=C(C=C24)OCO5)OC6C(C(C7C(O6)COC(O7)C8=CC=CS8)O)O. Drug 2: CCN(CC)CCCC(C)NC1=C2C=C(C=CC2=NC3=C1C=CC(=C3)Cl)OC. Cell line: NCI-H322M. Synergy scores: CSS=25.1, Synergy_ZIP=-2.28, Synergy_Bliss=-2.30, Synergy_Loewe=-2.35, Synergy_HSA=-0.538. (6) Drug 1: CN(C(=O)NC(C=O)C(C(C(CO)O)O)O)N=O. Drug 2: CCC1(C2=C(COC1=O)C(=O)N3CC4=CC5=C(C=CC(=C5CN(C)C)O)N=C4C3=C2)O.Cl. Cell line: IGROV1. Synergy scores: CSS=5.03, Synergy_ZIP=-6.77, Synergy_Bliss=-10.4, Synergy_Loewe=-8.91, Synergy_HSA=-8.29.